Dataset: Acute oral toxicity (LD50) regression data from Zhu et al.. Task: Regression/Classification. Given a drug SMILES string, predict its toxicity properties. Task type varies by dataset: regression for continuous values (e.g., LD50, hERG inhibition percentage) or binary classification for toxic/non-toxic outcomes (e.g., AMES mutagenicity, cardiotoxicity, hepatotoxicity). Dataset: ld50_zhu. (1) The drug is CNC(=O)ON=C1SC(=NC(C)C)SC1(C)C. The rat oral LD50 is 4.49, given as -log10 of the dose in mol/kg body weight (higher means more acutely toxic). (2) The rat oral LD50 is 3.66, given as -log10 of the dose in mol/kg body weight (higher means more acutely toxic). The compound is c1ccc2c(NC3=NCCS3)cccc2c1. (3) The drug is O=C(OCCOCCOC(=O)c1ccccc1)c1ccccc1. The rat oral LD50 is 2.05, given as -log10 of the dose in mol/kg body weight (higher means more acutely toxic). (4) The molecule is Nc1ccccn1. The rat oral LD50 is 2.67, given as -log10 of the dose in mol/kg body weight (higher means more acutely toxic). (5) The molecule is CCCCOC(=O)C(Cl)(Cl)Oc1ccccc1. The rat oral LD50 is 2.27, given as -log10 of the dose in mol/kg body weight (higher means more acutely toxic). (6) The drug is O=C(COc1ccc(Cc2ccc(Cl)cc2)cc1)OCc1cccnc1. The rat oral LD50 is 2.13, given as -log10 of the dose in mol/kg body weight (higher means more acutely toxic).